From a dataset of Reaction yield outcomes from USPTO patents with 853,638 reactions. Predict the reaction yield, written as a fraction of the theoretical maximum amount of product (1.0 means a 100% yield; for example, 0.34 means a 34% yield). The yield is 0.560. The product is [Cl:22][C:17]1[CH:16]=[C:15]([NH:14][C:5]2[C:4]3[C:9](=[CH:10][CH:11]=[C:2]([NH:1][CH2:30][C:29]4[CH:32]=[CH:33][C:26]([N+:23]([O-:25])=[O:24])=[CH:27][CH:28]=4)[CH:3]=3)[N:8]=[CH:7][C:6]=2[C:12]#[N:13])[CH:20]=[CH:19][C:18]=1[F:21]. The catalyst is CCO. The reactants are [NH2:1][C:2]1[CH:3]=[C:4]2[C:9](=[CH:10][CH:11]=1)[N:8]=[CH:7][C:6]([C:12]#[N:13])=[C:5]2[NH:14][C:15]1[CH:20]=[CH:19][C:18]([F:21])=[C:17]([Cl:22])[CH:16]=1.[N+:23]([C:26]1[CH:33]=[CH:32][C:29]([CH:30]=O)=[CH:28][CH:27]=1)([O-:25])=[O:24].[BH3-]C#N.[Na+].